Predict the reactants needed to synthesize the given product. From a dataset of Full USPTO retrosynthesis dataset with 1.9M reactions from patents (1976-2016). (1) Given the product [ClH:9].[F:38][C:20]1[CH:19]=[C:18]([Cl:39])[C:17]([NH:16][C:1](=[O:8])[C:2]2[CH:7]=[CH:6][CH:5]=[CH:4][CH:3]=2)=[CH:37][C:21]=1[NH:22][C:23]1[C:32]2[C:27](=[CH:28][C:29]([O:35][CH3:36])=[C:30]([O:33][CH3:34])[CH:31]=2)[N:26]=[CH:25][N:24]=1, predict the reactants needed to synthesize it. The reactants are: [C:1]([Cl:9])(=[O:8])[C:2]1[CH:7]=[CH:6][CH:5]=[CH:4][CH:3]=1.N1C=CC=CC=1.[NH2:16][C:17]1[C:18]([Cl:39])=[CH:19][C:20]([F:38])=[C:21]([CH:37]=1)[NH:22][C:23]1[C:32]2[C:27](=[CH:28][C:29]([O:35][CH3:36])=[C:30]([O:33][CH3:34])[CH:31]=2)[N:26]=[CH:25][N:24]=1.CCCC(C)C. (2) Given the product [F:20][C:2]([F:1])([F:19])[C:3]1[CH:4]=[CH:5][C:6]([CH:9]2[C:18]3[C:13](=[CH:14][CH:15]=[CH:16][CH:17]=3)[CH2:12][CH2:11][N:10]2[C:38]([O:37][C:33]([CH3:36])([CH3:35])[CH3:34])=[O:39])=[CH:7][CH:8]=1, predict the reactants needed to synthesize it. The reactants are: [F:1][C:2]([F:20])([F:19])[C:3]1[CH:8]=[CH:7][C:6]([CH:9]2[C:18]3[C:13](=[CH:14][CH:15]=[CH:16][CH:17]=3)[CH2:12][CH2:11][NH:10]2)=[CH:5][CH:4]=1.CCN(C(C)C)C(C)C.C(Cl)Cl.[C:33]([O:37][C:38](O[C:38]([O:37][C:33]([CH3:36])([CH3:35])[CH3:34])=[O:39])=[O:39])([CH3:36])([CH3:35])[CH3:34]. (3) The reactants are: [Cl:1][C:2]1[CH:3]=[CH:4][C:5]([C:23]#[N:24])=[C:6]([C:8]2[C:13]([O:14][CH3:15])=[CH:12][N:11]([CH:16]([CH2:20][CH3:21])[C:17]([OH:19])=O)[C:10](=[O:22])[CH:9]=2)[CH:7]=1.[NH2:25][C:26]1[CH:27]=[CH:28][C:29]2[N:30]([CH:32]=[C:33]([C:35]([O:37][CH2:38][CH3:39])=[O:36])[N:34]=2)[CH:31]=1. Given the product [Cl:1][C:2]1[CH:3]=[CH:4][C:5]([C:23]#[N:24])=[C:6]([C:8]2[C:13]([O:14][CH3:15])=[CH:12][N:11]([CH:16]([CH2:20][CH3:21])[C:17]([NH:25][C:26]3[CH:27]=[CH:28][C:29]4[N:30]([CH:32]=[C:33]([C:35]([O:37][CH2:38][CH3:39])=[O:36])[N:34]=4)[CH:31]=3)=[O:19])[C:10](=[O:22])[CH:9]=2)[CH:7]=1, predict the reactants needed to synthesize it. (4) Given the product [ClH:35].[CH:4]1([N:7]2[C:16]3[C:11](=[CH:12][CH:13]=[C:14]([C:21]4[CH:22]=[C:23]5[C:27](=[CH:28][CH:29]=4)[C@@H:26]([CH3:30])[NH:25][CH2:24]5)[C:15]=3[O:17][CH:18]([F:20])[F:19])[C:10](=[O:31])[C:9]([C:32]([OH:34])=[O:33])=[CH:8]2)[CH2:6][CH2:5]1, predict the reactants needed to synthesize it. The reactants are: C(O)C.[CH:4]1([N:7]2[C:16]3[C:11](=[CH:12][CH:13]=[C:14]([C:21]4[CH:22]=[C:23]5[C:27](=[CH:28][CH:29]=4)[C@@H:26]([CH3:30])[NH:25][CH2:24]5)[C:15]=3[O:17][CH:18]([F:20])[F:19])[C:10](=[O:31])[C:9]([C:32]([OH:34])=[O:33])=[CH:8]2)[CH2:6][CH2:5]1.[ClH:35]. (5) Given the product [CH3:15][O:16][C:17]1[N:18]=[CH:19][C:20]([N:5]2[CH2:6][C@H:1]3[CH2:7][C@@H:4]2[CH2:3][N:2]3[C:8]([O:10][C:11]([CH3:14])([CH3:13])[CH3:12])=[O:9])=[CH:21][CH:22]=1, predict the reactants needed to synthesize it. The reactants are: [C@@H:1]12[CH2:7][C@@H:4]([NH:5][CH2:6]1)[CH2:3][N:2]2[C:8]([O:10][C:11]([CH3:14])([CH3:13])[CH3:12])=[O:9].[CH3:15][O:16][C:17]1[CH:22]=[CH:21][C:20](Br)=[CH:19][N:18]=1.